The task is: Predict the product of the given reaction.. This data is from Forward reaction prediction with 1.9M reactions from USPTO patents (1976-2016). (1) Given the reactants [C:1]1([NH2:8])[CH:6]=[CH:5][CH:4]=[CH:3][C:2]=1[NH2:7].[C:9](O)(=[O:14])/[CH:10]=[CH:11]/[CH2:12][CH3:13], predict the reaction product. The product is: [CH2:12]([CH:11]1[CH2:10][C:9](=[O:14])[NH:8][C:1]2[CH:6]=[CH:5][CH:4]=[CH:3][C:2]=2[NH:7]1)[CH3:13]. (2) Given the reactants [C:1]([O:5][C:6](=[O:19])[NH:7][C:8]1[C:13]([C:14](=[O:17])[CH2:15][CH3:16])=[CH:12][CH:11]=[C:10](Cl)[N:9]=1)([CH3:4])([CH3:3])[CH3:2].[C:20]([NH:27][CH2:28][CH2:29][NH2:30])([O:22][C:23]([CH3:26])([CH3:25])[CH3:24])=[O:21].C(N(CC)C(C)C)(C)C, predict the reaction product. The product is: [C:1]([O:5][C:6](=[O:19])[NH:7][C:8]1[C:13]([C:14](=[O:17])[CH2:15][CH3:16])=[CH:12][CH:11]=[C:10]([NH:30][CH2:29][CH2:28][NH:27][C:20]([O:22][C:23]([CH3:26])([CH3:25])[CH3:24])=[O:21])[N:9]=1)([CH3:4])([CH3:3])[CH3:2]. (3) Given the reactants [NH2:1][C@@:2]([C:10]1[CH:15]=[CH:14][CH:13]=[CH:12][C:11]=1[F:16])([CH3:9])[C@@H:3]([F:8])[C@@H:4]([OH:7])[CH2:5][OH:6].[C:17]([N:25]=[C:26]=[S:27])(=[O:24])[C:18]1[CH:23]=[CH:22][CH:21]=[CH:20][CH:19]=1, predict the reaction product. The product is: [F:8][C@@H:3]([C@@H:4]([OH:7])[CH2:5][OH:6])[C@:2]([NH:1][C:26]([NH:25][C:17](=[O:24])[C:18]1[CH:19]=[CH:20][CH:21]=[CH:22][CH:23]=1)=[S:27])([C:10]1[CH:15]=[CH:14][CH:13]=[CH:12][C:11]=1[F:16])[CH3:9].